This data is from Full USPTO retrosynthesis dataset with 1.9M reactions from patents (1976-2016). The task is: Predict the reactants needed to synthesize the given product. (1) Given the product [CH:1]1([N:6]2[CH2:11][CH2:10][N:9]([C:12]3[CH:13]=[C:14]([CH2:15][NH2:16])[CH:17]=[CH:18][N:19]=3)[CH2:8][CH2:7]2)[CH2:5][CH2:4][CH2:3][CH2:2]1, predict the reactants needed to synthesize it. The reactants are: [CH:1]1([N:6]2[CH2:11][CH2:10][N:9]([C:12]3[CH:13]=[C:14]([CH:17]=[CH:18][N:19]=3)[C:15]#[N:16])[CH2:8][CH2:7]2)[CH2:5][CH2:4][CH2:3][CH2:2]1.[H][H]. (2) Given the product [C:23]([C:20]1[O:19][C:18]([C:15]2([NH:14][CH2:13][CH:12]([OH:27])[CH:11]([NH:10][C:4](=[O:6])[CH3:5])[CH2:28][C:29]3[CH:30]=[C:31]([F:36])[CH:32]=[C:33]([F:35])[CH:34]=3)[CH2:16][CH2:17]2)=[N:22][CH:21]=1)([CH3:24])([CH3:26])[CH3:25], predict the reactants needed to synthesize it. The reactants are: CON(C(C)=O)[C:4](=[O:6])[CH3:5].[NH2:10][CH:11]([CH2:28][C:29]1[CH:34]=[C:33]([F:35])[CH:32]=[C:31]([F:36])[CH:30]=1)[CH:12]([OH:27])[CH2:13][NH:14][C:15]1([C:18]2[O:19][C:20]([C:23]([CH3:26])([CH3:25])[CH3:24])=[CH:21][N:22]=2)[CH2:17][CH2:16]1.C(N(CC)CC)C. (3) Given the product [N:3]1[CH:4]=[CH:5][CH:6]=[CH:7][C:2]=1[NH:1][CH2:16][CH2:11][CH2:12][CH2:13][C:14]#[N:15], predict the reactants needed to synthesize it. The reactants are: [NH2:1][C:2]1[CH:7]=[CH:6][CH:5]=[CH:4][N:3]=1.[H-].[K+].Br[CH2:11][CH2:12][CH2:13][C:14]#[N:15].[CH3:16]N(C=O)C. (4) Given the product [C:13]([O:17][C:18]([NH:20][CH:21]([C:26]1[CH:31]=[CH:30][C:29]([O:32][CH3:33])=[C:28]([O:34][CH2:35][CH3:36])[CH:27]=1)[CH2:22][C:23]([N:39]([O:40][CH3:41])[CH3:38])=[O:25])=[O:19])([CH3:14])([CH3:15])[CH3:16], predict the reactants needed to synthesize it. The reactants are: C(N1C=CN=C1)(N1C=CN=C1)=O.[C:13]([O:17][C:18]([NH:20][CH:21]([C:26]1[CH:31]=[CH:30][C:29]([O:32][CH3:33])=[C:28]([O:34][CH2:35][CH3:36])[CH:27]=1)[CH2:22][C:23]([OH:25])=O)=[O:19])([CH3:16])([CH3:15])[CH3:14].Cl.[CH3:38][NH:39][O:40][CH3:41].CN1CCCCC1. (5) Given the product [O:23]1[CH:24]=[CH:25][C:21]([C:11]2[C:12]3[CH2:13][CH2:14][C:15]([CH3:20])([CH3:19])[CH2:16][C:17]=3[C:18]3[C:6]4[C:7](=[C:2]([NH:34][CH2:33][CH2:32][N:26]5[CH2:31][CH2:30][O:29][CH2:28][CH2:27]5)[N:3]=[CH:4][N:5]=4)[S:8][C:9]=3[N:10]=2)=[CH:22]1, predict the reactants needed to synthesize it. The reactants are: Cl[C:2]1[C:7]2[S:8][C:9]3[N:10]=[C:11]([C:21]4[CH:25]=[CH:24][O:23][CH:22]=4)[C:12]4[CH2:13][CH2:14][C:15]([CH3:20])([CH3:19])[CH2:16][C:17]=4[C:18]=3[C:6]=2[N:5]=[CH:4][N:3]=1.[N:26]1([CH2:32][CH2:33][NH2:34])[CH2:31][CH2:30][O:29][CH2:28][CH2:27]1. (6) Given the product [CH3:15][N:12]1[N:13]=[N:14][C:10]([C:7]2[CH:6]=[CH:5][C:4]([N+:1]([O-:3])=[O:2])=[CH:9][CH:8]=2)=[N:11]1, predict the reactants needed to synthesize it. The reactants are: [N+:1]([C:4]1[CH:9]=[CH:8][C:7]([C:10]2[N:11]=[N:12][NH:13][N:14]=2)=[CH:6][CH:5]=1)([O-:3])=[O:2].[CH:15](NC(C)C)(C)C.CI. (7) Given the product [NH:13]1[CH2:14][CH:11]([C:10]2[N:6]3[C:7]([C:2]([NH2:1])=[N:3][CH:4]=[N:5]3)=[C:8]([C:25]3[CH:26]=[CH:27][C:28]4[C:32]([CH:33]=3)=[N:31][N:30]([CH2:34][C:35]3[CH:36]=[CH:37][CH:38]=[CH:39][CH:40]=3)[CH:29]=4)[CH:9]=2)[CH2:12]1, predict the reactants needed to synthesize it. The reactants are: [NH2:1][C:2]1[C:7]2=[C:8]([C:25]3[CH:26]=[CH:27][C:28]4[C:32]([CH:33]=3)=[N:31][N:30]([CH2:34][C:35]3[CH:40]=[CH:39][CH:38]=[CH:37][CH:36]=3)[CH:29]=4)[CH:9]=[C:10]([CH:11]3[CH2:14][N:13](C(OCC4C=CC=CC=4)=O)[CH2:12]3)[N:6]2[N:5]=[CH:4][N:3]=1. (8) Given the product [C:20]([O:19][C:17]([N:16]1[C@@H:15]([CH3:24])[C@H:14]([F:25])[CH2:13][C@H:12]1[C:10]([NH:9][CH2:8][C:6]1[C:5]([F:26])=[CH:4][N:3]=[C:2]([C:34]2[CH:35]=[N:36][C:37]([C:38]([F:40])([F:41])[F:39])=[C:32]([C:30]([O:29][CH2:27][CH3:28])=[O:31])[CH:33]=2)[CH:7]=1)=[O:11])=[O:18])([CH3:23])([CH3:22])[CH3:21], predict the reactants needed to synthesize it. The reactants are: Br[C:2]1[CH:7]=[C:6]([CH2:8][NH:9][C:10]([C@H:12]2[N:16]([C:17]([O:19][C:20]([CH3:23])([CH3:22])[CH3:21])=[O:18])[C@@H:15]([CH3:24])[C@H:14]([F:25])[CH2:13]2)=[O:11])[C:5]([F:26])=[CH:4][N:3]=1.[CH2:27]([O:29][C:30]([C:32]1[CH:33]=[C:34](B(O)O)[CH:35]=[N:36][C:37]=1[C:38]([F:41])([F:40])[F:39])=[O:31])[CH3:28].C(=O)([O-])[O-].[K+].[K+].O. (9) Given the product [CH3:1][C@@H:2]1[CH2:7][CH2:6][CH2:5][C@H:4]([CH3:8])[N:3]1[C:18](=[O:19])[CH2:17][Cl:16], predict the reactants needed to synthesize it. The reactants are: [CH3:1][C@H:2]1[CH2:7][CH2:6][CH2:5][C@@H:4]([CH3:8])[NH:3]1.C(N(CC)CC)C.[Cl:16][CH2:17][C:18](Cl)=[O:19].